Dataset: Reaction yield outcomes from USPTO patents with 853,638 reactions. Task: Predict the reaction yield, written as a fraction of the theoretical maximum amount of product (1.0 means a 100% yield; for example, 0.34 means a 34% yield). (1) The reactants are [C:1]([N:4]1[C:13]2[C:8](=[CH:9][C:10](Br)=[CH:11][CH:12]=2)[C@H:7]([NH:15][C:16](=[O:25])[O:17][CH2:18][C:19]2[CH:24]=[CH:23][CH:22]=[CH:21][CH:20]=2)[C@@H:6]([CH3:26])[C@@H:5]1[CH3:27])(=[O:3])[CH3:2].CC1(C)C(C)(C)OB([C:36]2[CH2:41][CH2:40][N:39]([C:42]([O:44][C:45]([CH3:48])([CH3:47])[CH3:46])=[O:43])[CH2:38][CH:37]=2)O1.C(=O)([O-])[O-].[Cs+].[Cs+]. The catalyst is O1CCOCC1.O.C1C=CC([P]([Pd]([P](C2C=CC=CC=2)(C2C=CC=CC=2)C2C=CC=CC=2)([P](C2C=CC=CC=2)(C2C=CC=CC=2)C2C=CC=CC=2)[P](C2C=CC=CC=2)(C2C=CC=CC=2)C2C=CC=CC=2)(C2C=CC=CC=2)C2C=CC=CC=2)=CC=1. The product is [C:1]([N:4]1[C:13]2[C:8](=[CH:9][C:10]([C:36]3[CH2:41][CH2:40][N:39]([C:42]([O:44][C:45]([CH3:48])([CH3:47])[CH3:46])=[O:43])[CH2:38][CH:37]=3)=[CH:11][CH:12]=2)[C@H:7]([NH:15][C:16]([O:17][CH2:18][C:19]2[CH:24]=[CH:23][CH:22]=[CH:21][CH:20]=2)=[O:25])[C@@H:6]([CH3:26])[C@@H:5]1[CH3:27])(=[O:3])[CH3:2]. The yield is 0.910. (2) The reactants are [NH2:1][C:2]1[CH:7]=[CH:6][CH:5]=[CH:4][CH:3]=1.[CH3:8][C:9]1[CH:10]([C:17]2[CH:24]=[CH:23][CH:22]=[CH:21][C:18]=2[CH:19]=O)[C:11]([CH3:16])=[C:12]([CH3:15])[C:13]=1[CH3:14]. The catalyst is C(O)C. The product is [CH3:8][C:9]1[CH:10]([C:17]2[CH:24]=[CH:23][CH:22]=[CH:21][C:18]=2[CH:19]=[N:1][C:2]2[CH:7]=[CH:6][CH:5]=[CH:4][CH:3]=2)[C:11]([CH3:16])=[C:12]([CH3:15])[C:13]=1[CH3:14]. The yield is 1.00. (3) The product is [CH:1]([C:4]1[C:8]([CH2:9][CH2:10][CH2:11][CH2:12][OH:13])=[CH:7][N:6]([C:14]2[CH:19]=[CH:18][C:17]([C:20]([F:21])([F:23])[F:22])=[CH:16][N:15]=2)[N:5]=1)([CH3:3])[CH3:2]. The catalyst is C(O)C. The yield is 0.540. The reactants are [CH:1]([C:4]1[C:8]([CH2:9][CH2:10][CH2:11][CH:12]=[O:13])=[CH:7][N:6]([C:14]2[CH:19]=[CH:18][C:17]([C:20]([F:23])([F:22])[F:21])=[CH:16][N:15]=2)[N:5]=1)([CH3:3])[CH3:2].[BH4-].[Na+].Cl. (4) The reactants are Br[C:2]1[CH:7]=[CH:6][C:5]([S:8]([NH:11][C:12]2[CH:17]=[CH:16][CH:15]=[C:14]([CH3:18])[N:13]=2)(=[O:10])=[O:9])=[CH:4][CH:3]=1.[Cl:19][C:20]1[CH:25]=[CH:24][C:23](B(O)O)=[CH:22][CH:21]=1.C([O-])([O-])=O.[Na+].[Na+]. The catalyst is CN(C=O)C.C1C=CC([P]([Pd]([P](C2C=CC=CC=2)(C2C=CC=CC=2)C2C=CC=CC=2)([P](C2C=CC=CC=2)(C2C=CC=CC=2)C2C=CC=CC=2)[P](C2C=CC=CC=2)(C2C=CC=CC=2)C2C=CC=CC=2)(C2C=CC=CC=2)C2C=CC=CC=2)=CC=1. The product is [CH3:18][C:14]1[N:13]=[C:12]([NH:11][S:8]([C:5]2[CH:6]=[CH:7][C:2]([C:23]3[CH:24]=[CH:25][C:20]([Cl:19])=[CH:21][CH:22]=3)=[CH:3][CH:4]=2)(=[O:10])=[O:9])[CH:17]=[CH:16][CH:15]=1. The yield is 0.740. (5) The reactants are [CH3:1][O:2][C:3]([C:5]1[CH:14]=[C:13]2[C:8]([CH:9]=[CH:10][NH:11][C:12]2=[O:15])=[CH:7][CH:6]=1)=[O:4].[F:16][C:17]1[CH:18]=[C:19]([CH:22]=[CH:23][C:24]=1[F:25])[CH2:20]Br. No catalyst specified. The product is [CH3:1][O:2][C:3]([C:5]1[CH:14]=[C:13]2[C:8]([CH:9]=[CH:10][N:11]([CH2:20][C:19]3[CH:22]=[CH:23][C:24]([F:25])=[C:17]([F:16])[CH:18]=3)[C:12]2=[O:15])=[CH:7][CH:6]=1)=[O:4]. The yield is 0.671. (6) The reactants are [OH:1][C@@H:2]1[CH2:6][CH2:5][N:4]([C:7]2[CH:12]=[CH:11][C:10]([S:13]([NH:16][C:17]3[S:18][CH:19]=[CH:20][N:21]=3)(=[O:15])=[O:14])=[CH:9][CH:8]=2)[C:3]1=[O:22].CN(C=O)C.C(N(C(C)C)CC)(C)C.[F:37][C:38]1[CH:43]=[CH:42][C:41]([S:44](Cl)(=[O:46])=[O:45])=[CH:40][CH:39]=1. The catalyst is CO. The product is [F:37][C:38]1[CH:43]=[CH:42][C:41]([S:44]([N:16]([S:13]([C:10]2[CH:11]=[CH:12][C:7]([N:4]3[CH2:5][CH2:6][C@@H:2]([OH:1])[C:3]3=[O:22])=[CH:8][CH:9]=2)(=[O:14])=[O:15])[C:17]2[S:18][CH:19]=[CH:20][N:21]=2)(=[O:46])=[O:45])=[CH:40][CH:39]=1. The yield is 0.890. (7) The reactants are [Cl:1][C:2]1[C:7]2[N:8]=[C:9]([C:13]3[CH:18]=[CH:17][CH:16]=[CH:15][C:14]=3[O:19]C(=O)C)O[C:11](=[O:12])[C:6]=2[CH:5]=[CH:4][CH:3]=1.[F:23][C:24]1[CH:25]=[C:26]([CH2:30][CH2:31][NH2:32])[CH:27]=[CH:28][CH:29]=1. No catalyst specified. The product is [Cl:1][C:2]1[CH:3]=[CH:4][CH:5]=[C:6]2[C:7]=1[N:8]=[C:9]([C:13]1[CH:18]=[CH:17][CH:16]=[CH:15][C:14]=1[OH:19])[N:32]([CH2:31][CH2:30][C:26]1[CH:27]=[CH:28][CH:29]=[C:24]([F:23])[CH:25]=1)[C:11]2=[O:12]. The yield is 0.500. (8) The reactants are [O-]CC.[Na+].[CH2:5]([C:7]1[CH:8]=[C:9]([NH:13][C:14]([NH2:16])=[S:15])[CH:10]=[CH:11][CH:12]=1)[CH3:6].[C:17]([CH2:19][C:20](OCC)=[O:21])#[N:18].S(=O)(=O)(O)O. The catalyst is C(O)C.O. The product is [NH2:18][C:17]1[N:13]([C:9]2[CH:10]=[CH:11][CH:12]=[C:7]([CH2:5][CH3:6])[CH:8]=2)[C:14](=[S:15])[NH:16][C:20](=[O:21])[CH:19]=1. The yield is 0.570. (9) The catalyst is C1COCC1.C(O)C. The reactants are [CH2:1]([N:8]1[C:16]2[C:11](=[CH:12][C:13]([C:17]3[CH:22]=[CH:21][C:20]([O:23][C:24]([F:27])([F:26])[F:25])=[CH:19][CH:18]=3)=[CH:14][CH:15]=2)[C:10]([C:28](=[O:34])[C:29](OCC)=[O:30])=[CH:9]1)[C:2]1[CH:7]=[CH:6][CH:5]=[CH:4][CH:3]=1.[CH2:35]([N:42]1C2C(=CC(C3C=CC(OC(F)(F)F)=CC=3)=CC=2)C=C1)C1C=CC=CC=1.C(Cl)(=O)C(Cl)=O.[C:68](=[O:71])(O)[O-:69].[Na+]. The product is [CH2:1]([N:8]1[C:16]2[C:11](=[CH:12][C:13]([C:17]3[CH:18]=[CH:19][C:20]([O:23][C:24]([F:27])([F:26])[F:25])=[CH:21][CH:22]=3)=[CH:14][CH:15]=2)[C:10]([C:28](=[O:34])[C:29]([NH:42][CH2:35][C:68]([OH:69])=[O:71])=[O:30])=[CH:9]1)[C:2]1[CH:7]=[CH:6][CH:5]=[CH:4][CH:3]=1. The yield is 0.860.